From a dataset of Catalyst prediction with 721,799 reactions and 888 catalyst types from USPTO. Predict which catalyst facilitates the given reaction. (1) Reactant: [Cl:1][C:2]1[CH:7]=[CH:6][C:5]([N:8]2[C:16]([NH2:17])=[C:15]3[C:10]([CH:11]=[C:12]([F:19])[C:13]([F:18])=[CH:14]3)=[N:9]2)=[CH:4][CH:3]=1.[C:20]1(=O)[CH2:25][CH2:24][CH2:23][CH2:22][CH2:21]1.C(O[BH-](OC(=O)C)OC(=O)C)(=O)C.[Na+].C(O)(=O)C. The catalyst class is: 2. Product: [Cl:1][C:2]1[CH:3]=[CH:4][C:5]([N:8]2[C:16]([NH:17][CH:20]3[CH2:25][CH2:24][CH2:23][CH2:22][CH2:21]3)=[C:15]3[C:10]([CH:11]=[C:12]([F:19])[C:13]([F:18])=[CH:14]3)=[N:9]2)=[CH:6][CH:7]=1. (2) Reactant: [Cl:1][C:2]1[C:7]2[O:8][CH2:9][C:10](=O)[NH:11][C:6]=2[N:5]=[C:4]([C:13]2[CH:18]=[CH:17][CH:16]=[C:15]([F:19])[CH:14]=2)[N:3]=1.CO. Product: [Cl:1][C:2]1[C:7]2[O:8][CH2:9][CH2:10][NH:11][C:6]=2[N:5]=[C:4]([C:13]2[CH:18]=[CH:17][CH:16]=[C:15]([F:19])[CH:14]=2)[N:3]=1. The catalyst class is: 1. (3) Reactant: [Si:1]([O:8][C:9]1[CH:10]=[CH:11][C:12]2[CH2:18][C:17]([CH2:33][CH2:34][O:35][Si](C(C)(C)C)(C)C)([C:19]3[CH:24]=[CH:23][C:22]([O:25][Si:26]([C:29]([CH3:32])([CH3:31])[CH3:30])([CH3:28])[CH3:27])=[CH:21][CH:20]=3)[CH2:16][CH2:15][CH2:14][C:13]=2[CH:43]=1)([C:4]([CH3:7])([CH3:6])[CH3:5])([CH3:3])[CH3:2].O.O.O.O.O.O.O.[Cl-].[Cl-].[Cl-].[Ce+3]. Product: [Si:1]([O:8][C:9]1[CH:10]=[CH:11][C:12]2[CH2:18][C:17]([CH2:33][CH2:34][OH:35])([C:19]3[CH:20]=[CH:21][C:22]([O:25][Si:26]([C:29]([CH3:31])([CH3:30])[CH3:32])([CH3:28])[CH3:27])=[CH:23][CH:24]=3)[CH2:16][CH2:15][CH2:14][C:13]=2[CH:43]=1)([C:4]([CH3:7])([CH3:6])[CH3:5])([CH3:3])[CH3:2]. The catalyst class is: 10.